Dataset: Full USPTO retrosynthesis dataset with 1.9M reactions from patents (1976-2016). Task: Predict the reactants needed to synthesize the given product. Given the product [CH3:1][O:2][C:3]1[C:18]([NH2:19])=[CH:17][C:6]2[CH2:7][CH2:8][N:9]([CH2:12][C:13]([F:14])([F:15])[F:16])[CH2:10][CH2:11][C:5]=2[CH:4]=1, predict the reactants needed to synthesize it. The reactants are: [CH3:1][O:2][C:3]1[C:18]([N+:19]([O-])=O)=[CH:17][C:6]2[CH2:7][CH2:8][N:9]([CH2:12][C:13]([F:16])([F:15])[F:14])[CH2:10][CH2:11][C:5]=2[CH:4]=1.O.NN.